Task: Regression/Classification. Given a drug SMILES string, predict its absorption, distribution, metabolism, or excretion properties. Task type varies by dataset: regression for continuous measurements (e.g., permeability, clearance, half-life) or binary classification for categorical outcomes (e.g., BBB penetration, CYP inhibition). Dataset: rlm.. Dataset: Rat liver microsome stability data The result is 0 (unstable in rat liver microsomes). The drug is COc1ccc2c3c([nH]c2c1)C1CC2C(CC(O)C(OC)C2CO)CN1CC3.